The task is: Predict which catalyst facilitates the given reaction.. This data is from Catalyst prediction with 721,799 reactions and 888 catalyst types from USPTO. (1) Reactant: [Cl:1][C:2]1[CH:7]=[CH:6][C:5]([N:8]2[C:12](=[O:13])[C:11]([CH2:15][OH:16])([CH3:14])[NH:10][C:9]2=[O:17])=[CH:4][C:3]=1[C:18]([F:21])([F:20])[F:19].[CH3:22][S:23](Cl)(=[O:25])=[O:24]. Product: [Cl:1][C:2]1[CH:7]=[CH:6][C:5]([N:8]2[C:12](=[O:13])[C:11]([CH2:15][O:16][S:23]([CH3:22])(=[O:25])=[O:24])([CH3:14])[NH:10][C:9]2=[O:17])=[CH:4][C:3]=1[C:18]([F:19])([F:21])[F:20]. The catalyst class is: 2. (2) Reactant: [I:1][C:2]1[CH:6]=[C:5]([CH:7]2[CH2:12][CH2:11][N:10](C(OC(C)(C)C)=O)[CH2:9][CH2:8]2)[N:4]([CH:20]([CH3:22])[CH3:21])[N:3]=1.FC(F)(F)C(O)=O. The catalyst class is: 4. Product: [I:1][C:2]1[CH:6]=[C:5]([CH:7]2[CH2:12][CH2:11][NH:10][CH2:9][CH2:8]2)[N:4]([CH:20]([CH3:22])[CH3:21])[N:3]=1. (3) Reactant: [CH3:1][N:2]([CH2:30][C:31]1[CH:40]=[CH:39][C:34]([C:35]([O:37]C)=[O:36])=[CH:33][CH:32]=1)[CH2:3][CH2:4][CH2:5][N:6]([CH3:29])[CH2:7][C:8](=[O:28])[NH:9][C:10]1[CH:15]=[CH:14][C:13]([O:16][C:17]2[CH:22]=[CH:21][C:20]([C:23]3[O:24][CH:25]=[CH:26][N:27]=3)=[CH:19][CH:18]=2)=[CH:12][CH:11]=1.[OH-].[Li+]. Product: [CH3:1][N:2]([CH2:30][C:31]1[CH:32]=[CH:33][C:34]([C:35]([OH:37])=[O:36])=[CH:39][CH:40]=1)[CH2:3][CH2:4][CH2:5][N:6]([CH3:29])[CH2:7][C:8](=[O:28])[NH:9][C:10]1[CH:11]=[CH:12][C:13]([O:16][C:17]2[CH:22]=[CH:21][C:20]([C:23]3[O:24][CH:25]=[CH:26][N:27]=3)=[CH:19][CH:18]=2)=[CH:14][CH:15]=1. The catalyst class is: 1. (4) Reactant: [NH3:1].C[O:3][C:4]([C@@H:6]1[O:10][C:9](=[O:11])[N:8]([C:12]2[CH:13]=[C:14]3[C:18](=[CH:19][CH:20]=2)[N:17]([CH:21]([CH3:24])[CH2:22][F:23])[C:16](=[O:25])[CH2:15]3)[CH2:7]1)=O. Product: [F:23][CH2:22][CH:21]([N:17]1[C:18]2[C:14](=[CH:13][C:12]([N:8]3[CH2:7][C@H:6]([C:4]([NH2:1])=[O:3])[O:10][C:9]3=[O:11])=[CH:20][CH:19]=2)[CH2:15][C:16]1=[O:25])[CH3:24]. The catalyst class is: 5. (5) Reactant: [CH2:1]([C@H:4]1[CH2:9][CH2:8][CH2:7][O:6][CH2:5]1)[CH:2]=C.[OH2:10]. Product: [O:6]1[CH2:7][CH2:8][CH2:9][C@H:4]([CH2:1][CH:2]=[O:10])[CH2:5]1. The catalyst class is: 10.